This data is from Full USPTO retrosynthesis dataset with 1.9M reactions from patents (1976-2016). The task is: Predict the reactants needed to synthesize the given product. (1) Given the product [CH3:1][C:2]1[CH:7]=[CH:6][CH:5]=[C:4]([CH3:8])[C:3]=1[CH2:9][CH2:10][CH2:11][OH:12], predict the reactants needed to synthesize it. The reactants are: [CH3:1][C:2]1[CH:7]=[CH:6][CH:5]=[C:4]([CH3:8])[C:3]=1[C:9]#[C:10][CH2:11][OH:12]. (2) Given the product [CH3:8][O:9][C:10]1[CH:11]=[CH:12][C:13]([C:16]2[N:20]=[C:19]([C@H:21]3[CH2:26][CH2:25][CH2:24][CH2:23][N:22]3[C:48](=[O:47])[CH2:49][O:5][C:3]3[CH:2]=[CH:42][CH:41]=[CH:40][CH:39]=3)[O:18][N:17]=2)=[CH:14][CH:15]=1, predict the reactants needed to synthesize it. The reactants are: F[C:2](F)(F)[C:3]([OH:5])=O.[CH3:8][O:9][C:10]1[CH:15]=[CH:14][C:13]([C:16]2[N:20]=[C:19]([C@H:21]3[CH2:26][CH2:25][CH2:24][CH2:23][NH:22]3)[O:18][N:17]=2)=[CH:12][CH:11]=1.CCN(C(C)C)C(C)C.O(CC(Cl)=O)C1[CH:42]=[CH:41][CH:40]=[CH:39]C=1.[O:47](CC(O)=O)[C:48]1C=CC=C[CH:49]=1.CN(C(ON1N=NC2C=CC=NC1=2)=[N+](C)C)C.F[P-](F)(F)(F)(F)F.CCN(C(C)C)C(C)C. (3) The reactants are: C[O:2][C:3](=[O:17])[C@@H:4]1[CH2:8][C@H:7]([OH:9])[CH2:6][N:5]1[C:10]([O:12][C:13]([CH3:16])([CH3:15])[CH3:14])=[O:11].[OH-].[Na+].C(O)(=O)CC(CC(O)=O)(C(O)=O)O. Given the product [C:10]([N:5]1[CH2:6][C@@H:7]([OH:9])[CH2:8][C@H:4]1[C:3]([OH:17])=[O:2])([O:12][C:13]([CH3:16])([CH3:15])[CH3:14])=[O:11], predict the reactants needed to synthesize it. (4) Given the product [Br:1][C:2]1[CH:11]=[CH:10][C:5]([C:6]([O:8][CH3:9])=[O:7])=[CH:4][C:3]=1[S:12](=[O:14])(=[O:13])[NH:23][CH2:24][CH2:25][OH:26], predict the reactants needed to synthesize it. The reactants are: [Br:1][C:2]1[CH:11]=[CH:10][C:5]([C:6]([O:8][CH3:9])=[O:7])=[CH:4][C:3]=1[S:12](Cl)(=[O:14])=[O:13].C1COCC1.[O-2].[Mg+2].[NH2:23][CH2:24][CH2:25][OH:26]. (5) Given the product [CH3:6][O:7][C:8](=[O:27])[CH2:9][CH:10]1[CH:20]([C:21]2[CH:26]=[CH:25][CH:24]=[CH:23][CH:22]=2)[S:17](=[O:18])(=[O:19])[C:12]2[CH:13]=[CH:14][CH:15]=[CH:16][C:11]1=2, predict the reactants needed to synthesize it. The reactants are: C([O-])(O)=O.[Na+].[CH3:6][O:7][C:8](=[O:27])/[CH:9]=[CH:10]/[C:11]1[CH:16]=[CH:15][CH:14]=[CH:13][C:12]=1[S:17]([CH2:20][C:21]1[CH:26]=[CH:25][CH:24]=[CH:23][CH:22]=1)(=[O:19])=[O:18]. (6) Given the product [Cl:13][C:6]1[CH:7]=[C:8]([CH:9]=[C:4]([Cl:3])[C:5]=1[S:14][C:15]1[CH:20]=[CH:19][CH:18]=[C:17]([C:21]([F:23])([F:22])[F:24])[CH:16]=1)[NH2:10], predict the reactants needed to synthesize it. The reactants are: CO.[Cl:3][C:4]1[CH:9]=[C:8]([N+:10]([O-])=O)[CH:7]=[C:6]([Cl:13])[C:5]=1[S:14][C:15]1[CH:20]=[CH:19][CH:18]=[C:17]([C:21]([F:24])([F:23])[F:22])[CH:16]=1.[Cl-].[NH4+]. (7) Given the product [NH2:1][CH2:2][C:3]1[C:4]([F:22])=[C:5]([O:10][C:11]2[CH:12]=[C:13]([CH:16]=[C:17]([CH:19]([CH3:20])[CH3:21])[CH:18]=2)[C:14]#[N:15])[C:6]([Cl:9])=[CH:7][CH:8]=1, predict the reactants needed to synthesize it. The reactants are: [NH2:1][CH2:2][C:3]1[C:4]([F:22])=[C:5]([O:10][C:11]2[CH:12]=[C:13]([CH:16]=[C:17]([C:19]([CH3:21])=[CH2:20])[CH:18]=2)[C:14]#[N:15])[C:6]([Cl:9])=[CH:7][CH:8]=1. (8) Given the product [CH3:25][O:24][C:21]1[CH:20]=[CH:19][C:18]([C:16]2[CH:15]=[CH:14][N:13]=[C:12]([S:11][CH2:10][C:7]3[CH:8]=[CH:9][C:4]([C:3]([OH:26])=[O:2])=[CH:5][CH:6]=3)[N:17]=2)=[CH:23][CH:22]=1, predict the reactants needed to synthesize it. The reactants are: C[O:2][C:3](=[O:26])[C:4]1[CH:9]=[CH:8][C:7]([CH2:10][S:11][C:12]2[N:17]=[C:16]([C:18]3[CH:23]=[CH:22][C:21]([O:24][CH3:25])=[CH:20][CH:19]=3)[CH:15]=[CH:14][N:13]=2)=[CH:6][CH:5]=1.O[Li].O.Cl. (9) The reactants are: Br[C:2]1[CH:15]=[N:14][C:5]2[NH:6][C:7]3[CH2:8][CH2:9][CH2:10][C:11](=[O:13])[C:12]=3[C:4]=2[CH:3]=1.[C:16]([C:19]1[CH:20]=[C:21](B(O)O)[CH:22]=[CH:23][CH:24]=1)(=[O:18])[CH3:17].C(=O)([O-])[O-].[Na+].[Na+].Cl. Given the product [C:16]([C:19]1[CH:24]=[C:23]([C:2]2[CH:15]=[N:14][C:5]3[NH:6][C:7]4[CH2:8][CH2:9][CH2:10][C:11](=[O:13])[C:12]=4[C:4]=3[CH:3]=2)[CH:22]=[CH:21][CH:20]=1)(=[O:18])[CH3:17], predict the reactants needed to synthesize it.